Task: Predict the product of the given reaction.. Dataset: Forward reaction prediction with 1.9M reactions from USPTO patents (1976-2016) (1) Given the reactants [NH2:1][C:2]1[C:3]([C:9](O)=O)=[N:4][C:5]([Br:8])=[CH:6][N:7]=1.[CH3:12][C:13]1[CH:14]=[C:15]([NH2:20])[C:16]([NH2:19])=[CH:17][CH:18]=1.C(OP(C#N)(OCC)=O)C.C(N(CC)CC)C, predict the reaction product. The product is: [Br:8][C:5]1[N:4]=[C:3]([C:9]2[NH:20][C:15]3[CH:14]=[C:13]([CH3:12])[CH:18]=[CH:17][C:16]=3[N:19]=2)[C:2]([NH2:1])=[N:7][CH:6]=1. (2) Given the reactants Br[C:2]1[CH:11]=[CH:10][C:5]([C:6]([O:8][CH3:9])=[O:7])=[CH:4][CH:3]=1.[NH2:12][C:13]1[CH:18]=[CH:17][CH:16]=[CH:15][CH:14]=1, predict the reaction product. The product is: [CH3:9][O:8][C:6](=[O:7])[C:5]1[CH:10]=[CH:11][C:2]([NH:12][C:13]2[CH:18]=[CH:17][CH:16]=[CH:15][CH:14]=2)=[CH:3][CH:4]=1. (3) The product is: [Cl:22][C:18]1[CH:17]=[C:16]([C:15]2[S:14][C:13]([CH3:23])=[N:12][C:11]=2[C:9]([N:8]2[CH2:7][C@H:6]3[C@H:4]([CH2:5]3)[C@H:3]2[CH2:2][NH:1][C:34]([C:24]2[C:33]3[C:28](=[CH:29][CH:30]=[CH:31][CH:32]=3)[CH:27]=[CH:26][N:25]=2)=[O:35])=[O:10])[CH:21]=[CH:20][CH:19]=1. Given the reactants [NH2:1][CH2:2][C@H:3]1[N:8]([C:9]([C:11]2[N:12]=[C:13]([CH3:23])[S:14][C:15]=2[C:16]2[CH:21]=[CH:20][CH:19]=[C:18]([Cl:22])[CH:17]=2)=[O:10])[CH2:7][C@H:6]2[C@@H:4]1[CH2:5]2.[C:24]1([C:34](O)=[O:35])[C:33]2[C:28](=[CH:29][CH:30]=[CH:31][CH:32]=2)[CH:27]=[CH:26][N:25]=1, predict the reaction product.